Dataset: Forward reaction prediction with 1.9M reactions from USPTO patents (1976-2016). Task: Predict the product of the given reaction. (1) The product is: [C@H:2]1([C:12]([OH:14])=[O:13])[C:11]2[C:6](=[CH:7][CH:8]=[CH:9][CH:10]=2)[CH2:5][CH2:4][NH:3]1. Given the reactants [K+].[C@H:2]1([C:12]([O-:14])=[O:13])[C:11]2[C:6](=[CH:7][CH:8]=[CH:9][CH:10]=2)[CH2:5][CH2:4][NH:3]1.Cl.CC(C)=O, predict the reaction product. (2) Given the reactants [H-].[Na+].[CH:3]([NH:5][CH2:6][C:7]([C:9]1[N:10]=[CH:11][N:12]2[CH:16]=[CH:15][S:14][C:13]=12)=[O:8])=[O:4].CI.Cl[CH2:20]Cl, predict the reaction product. The product is: [CH:3]([NH:5][CH:6]([CH3:20])[C:7]([C:9]1[N:10]=[CH:11][N:12]2[CH:16]=[CH:15][S:14][C:13]=12)=[O:8])=[O:4]. (3) Given the reactants [CH3:1][N:2]1[C:6]([C:7]2[CH:8]=[C:9]([NH2:22])[CH:10]=[CH:11][C:12]=2[O:13][CH2:14][CH2:15][N:16]2[CH2:21][CH2:20][O:19][CH2:18][CH2:17]2)=[CH:5][CH:4]=[N:3]1.[F:23][C:24]1[CH:32]=[C:31]([F:33])[CH:30]=[CH:29][C:25]=1[C:26](Cl)=[O:27].C(N(CC)CC)C, predict the reaction product. The product is: [F:23][C:24]1[CH:32]=[C:31]([F:33])[CH:30]=[CH:29][C:25]=1[C:26]([NH:22][C:9]1[CH:10]=[CH:11][C:12]([O:13][CH2:14][CH2:15][N:16]2[CH2:21][CH2:20][O:19][CH2:18][CH2:17]2)=[C:7]([C:6]2[N:2]([CH3:1])[N:3]=[CH:4][CH:5]=2)[CH:8]=1)=[O:27].